Dataset: Peptide-MHC class I binding affinity with 185,985 pairs from IEDB/IMGT. Task: Regression. Given a peptide amino acid sequence and an MHC pseudo amino acid sequence, predict their binding affinity value. This is MHC class I binding data. (1) The peptide sequence is VVGVILLRI. The MHC is Mamu-A2601 with pseudo-sequence Mamu-A2601. The binding affinity (normalized) is 0.146. (2) The peptide sequence is TLTGEIGAV. The MHC is HLA-A02:03 with pseudo-sequence HLA-A02:03. The binding affinity (normalized) is 0.873.